This data is from Reaction yield outcomes from USPTO patents with 853,638 reactions. The task is: Predict the reaction yield, written as a fraction of the theoretical maximum amount of product (1.0 means a 100% yield; for example, 0.34 means a 34% yield). (1) The reactants are [CH2:1]([NH:8][CH2:9][C:10]1[CH:15]=[CH:14][CH:13]=[CH:12][CH:11]=1)[C:2]1[CH:7]=[CH:6][CH:5]=[CH:4][CH:3]=1.C(=O)([O-])[O-].[K+].[K+].Br[CH2:23][C:24](=[O:29])[C:25]([CH3:28])([CH3:27])[CH3:26]. The catalyst is C(#N)C. The product is [CH2:9]([N:8]([CH2:1][C:2]1[CH:7]=[CH:6][CH:5]=[CH:4][CH:3]=1)[CH2:23][C:24](=[O:29])[C:25]([CH3:28])([CH3:27])[CH3:26])[C:10]1[CH:15]=[CH:14][CH:13]=[CH:12][CH:11]=1. The yield is 0.485. (2) The product is [NH:8]1[C:9]2[C:14](=[CH:13][CH:12]=[CH:11][CH:10]=2)[C:6]2([CH:2]([B:27]([OH:28])[OH:26])[CH2:3][CH2:4][CH2:5]2)[C:7]1=[O:15]. The yield is 0.640. The catalyst is C1COCC1. The reactants are Br[CH:2]1[C:6]2([C:14]3[C:9](=[CH:10][CH:11]=[CH:12][CH:13]=3)[NH:8][C:7]2=[O:15])[CH2:5][CH2:4][CH2:3]1.[H-].[Na+].C([Li])CCC.C([O:26][B:27](OC(C)C)[O:28]C(C)C)(C)C.Cl. (3) The reactants are [Br:1][C:2]1[CH:12]=[CH:11][CH:10]=[CH:9][C:3]=1[C:4]([O:6]CC)=O.[Cl:13][C:14]1[N:19]=[C:18]([CH3:20])[CH:17]=[CH:16][CH:15]=1. No catalyst specified. The product is [Br:1][C:2]1[CH:12]=[CH:11][CH:10]=[CH:9][C:3]=1[C:4](=[O:6])[CH2:20][C:18]1[CH:17]=[CH:16][CH:15]=[C:14]([Cl:13])[N:19]=1. The yield is 0.770. (4) The yield is 0.430. No catalyst specified. The reactants are Br[C:2]1[C:3]2[C:4]3[CH:17]=[CH:16][S:15][C:5]=3[C:6](=[O:14])[NH:7][C:8]=2[CH:9]=[CH:10][C:11]=1[O:12][CH3:13].CC1(C)C(C)(C)OB([C:26]2[CH:31]=[CH:30][C:29]([CH:32]([CH2:42][CH3:43])[CH2:33][NH:34][C:35](=[O:41])[O:36][C:37]([CH3:40])([CH3:39])[CH3:38])=[CH:28][CH:27]=2)O1. The product is [CH3:13][O:12][C:11]1[CH:10]=[CH:9][C:8]2[NH:7][C:6](=[O:14])[C:5]3[S:15][CH:16]=[CH:17][C:4]=3[C:3]=2[C:2]=1[C:26]1[CH:27]=[CH:28][C:29]([CH:32]([CH2:42][CH3:43])[CH2:33][NH:34][C:35](=[O:41])[O:36][C:37]([CH3:38])([CH3:39])[CH3:40])=[CH:30][CH:31]=1. (5) The yield is 0.680. The product is [Cl:2][C:3]1[CH:15]=[CH:14][CH:13]=[CH:12][C:4]=1[O:5][CH:6]1[CH2:11][CH2:10][N:9]([CH2:17][CH2:18][CH:19]=[C:20]2[C:26]3[CH:27]=[CH:28][CH:29]=[N:30][C:25]=3[CH2:24][O:23][C:22]3[CH:31]=[CH:32][C:33]([C:35]([OH:38])([CH3:37])[CH3:36])=[CH:34][C:21]2=3)[CH2:8][CH2:7]1. The reactants are Cl.[Cl:2][C:3]1[CH:15]=[CH:14][CH:13]=[CH:12][C:4]=1[O:5][CH:6]1[CH2:11][CH2:10][NH:9][CH2:8][CH2:7]1.Br[CH2:17][CH2:18][CH:19]=[C:20]1[C:26]2[CH:27]=[CH:28][CH:29]=[N:30][C:25]=2[CH2:24][O:23][C:22]2[CH:31]=[CH:32][C:33]([C:35]([OH:38])([CH3:37])[CH3:36])=[CH:34][C:21]1=2.C(=O)([O-])[O-].[K+].[K+]. The catalyst is C(#N)C.O. (6) The reactants are [C:1]([C:4]1[S:5]C(Cl)=C[CH:8]=1)(=O)[CH3:2].[Cl:10][C:11]1[S:15][C:14]([C:16]([CH2:18][C:19]#[N:20])=[O:17])=[CH:13][CH:12]=1.N1CCOCC1.[S]. The catalyst is CC(=O)CC. The product is [NH2:20][C:19]1[S:5][C:4]([CH3:8])=[C:1]([CH3:2])[C:18]=1[C:16]([C:14]1[S:15][C:11]([Cl:10])=[CH:12][CH:13]=1)=[O:17]. The yield is 0.460.